The task is: Predict the reactants needed to synthesize the given product.. This data is from Full USPTO retrosynthesis dataset with 1.9M reactions from patents (1976-2016). (1) Given the product [CH2:21]([O:22][CH:23]1[C@H:27]2[C@H:28]([O:48][Si:49]([C:52]([CH3:55])([CH3:54])[CH3:53])([CH3:51])[CH3:50])[N:29]([C:40]([O:42][CH2:43][C:44]([Cl:45])([Cl:47])[Cl:46])=[O:41])[C:30]3[CH:37]=[CH:36][C:35]([O:38][CH3:39])=[CH:34][C:31]=3[C:32](=[O:33])[N:26]2[CH2:25][C:24]1=[O:56])[CH2:20][CH2:19][CH2:18][CH2:17][O:57][CH:58]1[C@H:62]2[C@H:63]([O:83][Si:84]([C:87]([CH3:88])([CH3:89])[CH3:90])([CH3:85])[CH3:86])[N:64]([C:75]([O:77][CH2:78][C:79]([Cl:82])([Cl:81])[Cl:80])=[O:76])[C:65]3[CH:72]=[CH:71][C:70]([O:73][CH3:74])=[CH:69][C:66]=3[C:67](=[O:68])[N:61]2[CH2:60][C:59]1=[O:91], predict the reactants needed to synthesize it. The reactants are: CS(C)=O.C(Cl)(=O)C(Cl)=O.N#N.C(Cl)(Cl)Cl.[CH2:17]([O:57][CH:58]1[C@H:62]2[C@H:63]([O:83][Si:84]([C:87]([CH3:90])([CH3:89])[CH3:88])([CH3:86])[CH3:85])[N:64]([C:75]([O:77][CH2:78][C:79]([Cl:82])([Cl:81])[Cl:80])=[O:76])[C:65]3[CH:72]=[CH:71][C:70]([O:73][CH3:74])=[CH:69][C:66]=3[C:67](=[O:68])[N:61]2[CH2:60][C@H:59]1[OH:91])[CH2:18][CH2:19][CH2:20][CH2:21][O:22][CH:23]1[C@H:27]2[C@H:28]([O:48][Si:49]([C:52]([CH3:55])([CH3:54])[CH3:53])([CH3:51])[CH3:50])[N:29]([C:40]([O:42][CH2:43][C:44]([Cl:47])([Cl:46])[Cl:45])=[O:41])[C:30]3[CH:37]=[CH:36][C:35]([O:38][CH3:39])=[CH:34][C:31]=3[C:32](=[O:33])[N:26]2[CH2:25][C@H:24]1[OH:56]. (2) Given the product [CH3:5][Si:2]([CH3:3])([CH3:4])[C:25]1[C:26]2[C:17]([C:18]([Si:2]([CH3:5])([CH3:4])[CH3:3])=[C:19]3[C:24]=1[C:23]1[CH:30]=[CH:31][S:32][C:22]=1[CH:21]=[CH:20]3)=[C:16]1[C:12]([C:9]#[CH:10])=[CH:13][S:14][C:15]1=[CH:28][CH:27]=2, predict the reactants needed to synthesize it. The reactants are: C[Si:2]([C:5]#C)([CH3:4])[CH3:3].C([Li])C[CH2:9][CH3:10].[CH:12]1[C:16]2=[C:17]3[C:26](=[CH:27][CH:28]=[C:15]2[S:14][CH:13]=1)[C:25](=O)[C:24]1[C:19](=[CH:20][CH:21]=[C:22]2[S:32][CH:31]=[CH:30][C:23]2=1)[C:18]3=O.[Sn](Cl)Cl. (3) Given the product [CH2:25]([O:27][C:28](=[O:33])[CH2:29][CH2:30][CH2:31][O:18][C:3]1[C:4]([F:17])=[CH:5][C:6]([B:8]2[O:12][C:11]([CH3:13])([CH3:14])[C:10]([CH3:16])([CH3:15])[O:9]2)=[CH:7][C:2]=1[F:1])[CH3:26], predict the reactants needed to synthesize it. The reactants are: [F:1][C:2]1[CH:7]=[C:6]([B:8]2[O:12][C:11]([CH3:14])([CH3:13])[C:10]([CH3:16])([CH3:15])[O:9]2)[CH:5]=[C:4]([F:17])[C:3]=1[OH:18].C([O-])([O-])=O.[Cs+].[Cs+].[CH2:25]([O:27][C:28](=[O:33])[CH2:29][CH2:30][CH2:31]Br)[CH3:26]. (4) Given the product [CH3:16][NH:15][C:11]1[N:10]=[C:9]([NH:8][C:4]2[CH:3]=[C:2]([NH:28][C:27]3[CH:26]=[CH:25][C:24]([O:17][C:18]4[CH:23]=[CH:22][CH:21]=[CH:20][CH:19]=4)=[CH:30][CH:29]=3)[N:7]=[CH:6][N:5]=2)[CH:14]=[CH:13][CH:12]=1, predict the reactants needed to synthesize it. The reactants are: Cl[C:2]1[N:7]=[CH:6][N:5]=[C:4]([NH:8][C:9]2[CH:14]=[CH:13][CH:12]=[C:11]([NH:15][CH3:16])[N:10]=2)[CH:3]=1.[O:17]([C:24]1[CH:30]=[CH:29][C:27]([NH2:28])=[CH:26][CH:25]=1)[C:18]1[CH:23]=[CH:22][CH:21]=[CH:20][CH:19]=1. (5) The reactants are: [CH3:1][C:2]1[CH:7]=[C:6]([N:8]2[CH2:13][CH2:12][C:11](=O)[CH2:10][CH2:9]2)[CH:5]=[CH:4][N:3]=1.Cl.[NH2:16][CH2:17][CH2:18][SH:19]. Given the product [CH3:1][C:2]1[CH:7]=[C:6]([N:8]2[CH2:13][CH2:12][C:11]3([S:19][CH2:18][CH2:17][NH:16]3)[CH2:10][CH2:9]2)[CH:5]=[CH:4][N:3]=1, predict the reactants needed to synthesize it. (6) Given the product [O:13]=[C:4]1[C@H:3]([NH:2][C:33]([C:31]2[NH:30][C:27]3=[CH:28][N:29]=[C:24]([Cl:23])[CH:25]=[C:26]3[CH:32]=2)=[O:34])[CH2:12][C:11]2[C:6](=[CH:7][CH:8]=[CH:9][CH:10]=2)[NH:5]1, predict the reactants needed to synthesize it. The reactants are: Cl.[NH2:2][C@@H:3]1[CH2:12][C:11]2[C:6](=[CH:7][CH:8]=[CH:9][CH:10]=2)[NH:5][C:4]1=[O:13].CCN(C(C)C)C(C)C.[Cl:23][C:24]1[CH:25]=[C:26]2[CH:32]=[C:31]([C:33](O)=[O:34])[NH:30][C:27]2=[CH:28][N:29]=1.C1C=CC2N(O)N=NC=2C=1.CCN=C=NCCCN(C)C. (7) The reactants are: Cl[C:2]1[N:7]=[N:6][C:5]([C:8]([NH2:10])=[O:9])=[C:4]([NH:11][C:12]2[CH:17]=[CH:16][C:15]([Cl:18])=[C:14]([CH3:19])[N:13]=2)[CH:3]=1.[NH2:20][C@@H:21]1[CH2:26][CH2:25][CH2:24][CH2:23][C@@H:22]1[NH:27][C:28](=[O:34])[O:29][C:30]([CH3:33])([CH3:32])[CH3:31].CN1C(=O)CCC1.CO. Given the product [C:8]([C:5]1[N:6]=[N:7][C:2]([NH:20][C@@H:21]2[CH2:26][CH2:25][CH2:24][CH2:23][C@@H:22]2[NH:27][C:28](=[O:34])[O:29][C:30]([CH3:32])([CH3:31])[CH3:33])=[CH:3][C:4]=1[NH:11][C:12]1[CH:17]=[CH:16][C:15]([Cl:18])=[C:14]([CH3:19])[N:13]=1)(=[O:9])[NH2:10], predict the reactants needed to synthesize it. (8) Given the product [C:1]([O:5][C:6]([N:8]1[CH2:13][CH2:12][CH2:11][CH:10]([CH2:14][C:15]([NH:21][CH2:20][CH2:18][OH:19])=[O:17])[CH2:9]1)=[O:7])([CH3:2])([CH3:3])[CH3:4], predict the reactants needed to synthesize it. The reactants are: [C:1]([O:5][C:6]([N:8]1[CH2:13][CH2:12][CH2:11][CH:10]([CH2:14][C:15]([OH:17])=O)[CH2:9]1)=[O:7])([CH3:4])([CH3:3])[CH3:2].[CH2:18]([CH2:20][NH2:21])[OH:19].C1C=CC2N(O)N=NC=2C=1.Cl. (9) Given the product [F:18][C:19]([F:32])([F:31])[S:20]([O:1][C:2]1[CH:3]=[CH:4][C:5]2[CH:11]=[CH:10][C:9]3[CH:12]=[CH:13][CH:14]=[CH:15][C:8]=3[C:7](=[O:16])[C:6]=2[CH:17]=1)(=[O:22])=[O:21], predict the reactants needed to synthesize it. The reactants are: [OH:1][C:2]1[CH:3]=[CH:4][C:5]2[CH:11]=[CH:10][C:9]3[CH:12]=[CH:13][CH:14]=[CH:15][C:8]=3[C:7](=[O:16])[C:6]=2[CH:17]=1.[F:18][C:19]([F:32])([F:31])[S:20](O[S:20]([C:19]([F:32])([F:31])[F:18])(=[O:22])=[O:21])(=[O:22])=[O:21].C(N(CC)CC)C.